This data is from Forward reaction prediction with 1.9M reactions from USPTO patents (1976-2016). The task is: Predict the product of the given reaction. (1) Given the reactants [Si:1]([O:8][CH2:9][CH2:10][S:11][C:12]1[CH:13]=[C:14]2[C:18](=[CH:19][CH:20]=1)[NH:17][CH2:16][CH2:15]2)([C:4]([CH3:7])([CH3:6])[CH3:5])([CH3:3])[CH3:2].Cl[C:22]1[N:27]=[CH:26][N:25]=[C:24]([O:28][CH:29]2[CH2:34][CH2:33][N:32]([C:35]([O:37][CH:38]([CH3:40])[CH3:39])=[O:36])[CH2:31][CH2:30]2)[CH:23]=1.C[Si]([N-][Si](C)(C)C)(C)C.[Na+].O1CCCC1, predict the reaction product. The product is: [Si:1]([O:8][CH2:9][CH2:10][S:11][C:12]1[CH:13]=[C:14]2[C:18](=[CH:19][CH:20]=1)[N:17]([C:22]1[N:27]=[CH:26][N:25]=[C:24]([O:28][CH:29]3[CH2:34][CH2:33][N:32]([C:35]([O:37][CH:38]([CH3:40])[CH3:39])=[O:36])[CH2:31][CH2:30]3)[CH:23]=1)[CH2:16][CH2:15]2)([C:4]([CH3:7])([CH3:6])[CH3:5])([CH3:3])[CH3:2]. (2) Given the reactants [Cl:1][C:2]1[CH:12]=[CH:11][CH:10]=[CH:9][C:3]=1[CH:4]([OH:8])[C:5](O)=[O:6].O.[NH2:14][NH2:15], predict the reaction product. The product is: [Cl:1][C:2]1[CH:12]=[CH:11][CH:10]=[CH:9][C:3]=1[CH:4]([OH:8])[C:5]([NH:14][NH2:15])=[O:6]. (3) Given the reactants [C:1]([O:5][C:6](=[O:22])[NH:7][C:8]1[CH:13]=[C:12](Cl)[C:11]([C:15]([F:18])([F:17])[F:16])=[CH:10][C:9]=1[N+:19]([O-:21])=[O:20])([CH3:4])([CH3:3])[CH3:2].[CH3:23][NH:24][CH2:25][CH2:26][CH3:27].C(N(CC)CC)C, predict the reaction product. The product is: [C:1]([O:5][C:6](=[O:22])[NH:7][C:8]1[CH:13]=[C:12]([N:24]([CH3:23])[CH2:25][CH2:26][CH3:27])[C:11]([C:15]([F:18])([F:17])[F:16])=[CH:10][C:9]=1[N+:19]([O-:21])=[O:20])([CH3:4])([CH3:3])[CH3:2]. (4) Given the reactants [O:1]=[C:2]1[C:7]([CH2:8][C:9]2[CH:14]=[CH:13][C:12]([C:15]3[C:16]([C:21]#[N:22])=[CH:17][CH:18]=[CH:19][CH:20]=3)=[CH:11][CH:10]=2)=[C:6]([CH2:23][CH2:24][CH3:25])[N:5]2[N:26]=[CH:27][N:28]=[C:4]2[NH:3]1.[CH3:29][O:30][C:31]1[CH:36]=[CH:35][C:34](B(O)O)=[CH:33][CH:32]=1.C(N(CC)CC)C.N1C=CC=CC=1, predict the reaction product. The product is: [CH3:29][O:30][C:31]1[CH:36]=[CH:35][C:34]([N:3]2[C:2](=[O:1])[C:7]([CH2:8][C:9]3[CH:10]=[CH:11][C:12]([C:15]4[C:16]([C:21]#[N:22])=[CH:17][CH:18]=[CH:19][CH:20]=4)=[CH:13][CH:14]=3)=[C:6]([CH2:23][CH2:24][CH3:25])[N:5]3[N:26]=[CH:27][N:28]=[C:4]23)=[CH:33][CH:32]=1. (5) The product is: [OH:25][CH:24]([C:2]1[CH:9]=[CH:8][CH:7]=[CH:6][C:3]=1[CH2:4][OH:5])[C:26]1[N:27]=[CH:28][N:29]([C:35]([C:36]2[CH:41]=[CH:40][CH:39]=[CH:38][CH:37]=2)([C:48]2[CH:53]=[CH:52][CH:51]=[CH:50][CH:49]=2)[C:42]2[CH:43]=[CH:44][CH:45]=[CH:46][CH:47]=2)[C:30]=1[C:31]([O:33][CH3:34])=[O:32]. Given the reactants Br[C:2]1[CH:9]=[CH:8][CH:7]=[CH:6][C:3]=1[CH2:4][OH:5].C([Mg]CCCC)CCC.C([Li])CCC.[CH:24]([C:26]1[N:27]=[CH:28][N:29]([C:35]([C:48]2[CH:53]=[CH:52][CH:51]=[CH:50][CH:49]=2)([C:42]2[CH:47]=[CH:46][CH:45]=[CH:44][CH:43]=2)[C:36]2[CH:41]=[CH:40][CH:39]=[CH:38][CH:37]=2)[C:30]=1[C:31]([O:33][CH3:34])=[O:32])=[O:25].[Cl-].[NH4+], predict the reaction product. (6) Given the reactants Cl.Cl.[Cl:3]C1C=CC(C2C3C4CCNCCC4NC=3C=CC=2)=CC=1.Cl.Cl.[Cl:26][C:27]1[CH:28]=[C:29]([C:33]2[C:34]3[C:35]4[CH2:46][CH2:45][NH:44][CH2:43][CH2:42][C:36]=4[NH:37][C:38]=3[CH:39]=[CH:40][CH:41]=2)[CH:30]=[CH:31][CH:32]=1, predict the reaction product. The product is: [ClH:3].[ClH:26].[Cl:26][C:27]1[CH:28]=[C:29]([C:33]2[C:34]3[C@@H:35]4[CH2:46][CH2:45][NH:44][CH2:43][CH2:42][C@@H:36]4[NH:37][C:38]=3[CH:39]=[CH:40][CH:41]=2)[CH:30]=[CH:31][CH:32]=1. (7) Given the reactants [C:1]([C:4]1[S:8][C:7]([NH:9][C:10](=[O:20])[C:11]2[CH:16]=[C:15]([Cl:17])[CH:14]=[CH:13][C:12]=2[O:18][CH3:19])=[N:6][C:5]=1[CH3:21])(=[O:3])[CH3:2].Br[CH2:23][CH:24]1[CH2:27][CH2:26][CH2:25]1.CC(C)([O-])C.[K+], predict the reaction product. The product is: [C:1]([C:4]1[S:8]/[C:7](=[N:9]\[C:10](=[O:20])[C:11]2[CH:16]=[C:15]([Cl:17])[CH:14]=[CH:13][C:12]=2[O:18][CH3:19])/[N:6]([CH2:23][CH:24]2[CH2:27][CH2:26][CH2:25]2)[C:5]=1[CH3:21])(=[O:3])[CH3:2]. (8) Given the reactants [CH2:1]([CH:8]1[CH2:13][CH2:12][N:11]([CH:14]([CH3:30])[CH2:15][CH2:16][C:17]2[N:21](CCC#N)[C:20]3[CH:26]=[CH:27][CH:28]=[CH:29][C:19]=3[N:18]=2)[CH2:10][CH2:9]1)[C:2]1[CH:7]=[CH:6][CH:5]=[CH:4][CH:3]=1.C(O)(C)(C)C.CC(C)([O-])C.[K+].C(OCC)(=O)C, predict the reaction product. The product is: [CH2:1]([CH:8]1[CH2:9][CH2:10][N:11]([CH:14]([CH3:30])[CH2:15][CH2:16][C:17]2[NH:18][C:19]3[CH:29]=[CH:28][CH:27]=[CH:26][C:20]=3[N:21]=2)[CH2:12][CH2:13]1)[C:2]1[CH:7]=[CH:6][CH:5]=[CH:4][CH:3]=1. (9) Given the reactants [C:1]([O:5][C:6](=[O:17])[NH:7][C:8]1[CH:13]=[CH:12][C:11]([CH2:14][CH2:15][OH:16])=[CH:10][CH:9]=1)([CH3:4])([CH3:3])[CH3:2].N1C=CC=CC=1.[C:24]1([CH3:34])[CH:29]=[CH:28][C:27]([S:30](Cl)(=[O:32])=[O:31])=[CH:26][CH:25]=1, predict the reaction product. The product is: [C:1]([O:5][C:6]([NH:7][C:8]1[CH:9]=[CH:10][C:11]([CH2:14][CH2:15][O:16][S:30]([C:27]2[CH:28]=[CH:29][C:24]([CH3:34])=[CH:25][CH:26]=2)(=[O:32])=[O:31])=[CH:12][CH:13]=1)=[O:17])([CH3:4])([CH3:2])[CH3:3].